The task is: Predict the reaction yield, written as a fraction of the theoretical maximum amount of product (1.0 means a 100% yield; for example, 0.34 means a 34% yield).. This data is from Reaction yield outcomes from USPTO patents with 853,638 reactions. (1) The reactants are [Br:1][C:2]1[CH:3]=[C:4]2[C:8](=[CH:9][C:10]=1[N+:11]([O-])=O)[NH:7][CH:6]=[CH:5]2. The catalyst is C(O)C.[Ni]. The product is [Br:1][C:2]1[CH:3]=[C:4]2[C:8](=[CH:9][C:10]=1[NH2:11])[NH:7][CH:6]=[CH:5]2. The yield is 0.300. (2) The reactants are [CH2:1]([N:3]1[C:7]([C:8]([OH:10])=O)=[CH:6][C:5]([CH3:11])=[N:4]1)[CH3:2].O1CCCC1.C(Cl)(=O)C(Cl)=O.[NH2:23][C:24]1[CH:25]=[C:26]([CH:43]=[CH:44][C:45]=1[F:46])[O:27][C:28]1[CH:29]=[CH:30][C:31]2[N:32]([CH:34]=[C:35]([NH:37][C:38]([CH:40]3[CH2:42][CH2:41]3)=[O:39])[N:36]=2)[N:33]=1. The catalyst is CN(C)C=O.CN(C)C(=O)C. The product is [CH:40]1([C:38]([NH:37][C:35]2[N:36]=[C:31]3[CH:30]=[CH:29][C:28]([O:27][C:26]4[CH:43]=[CH:44][C:45]([F:46])=[C:24]([NH:23][C:8]([C:7]5[N:3]([CH2:1][CH3:2])[N:4]=[C:5]([CH3:11])[CH:6]=5)=[O:10])[CH:25]=4)=[N:33][N:32]3[CH:34]=2)=[O:39])[CH2:41][CH2:42]1. The yield is 0.530. (3) The reactants are [C:1](N1C=CN=C1)(N1C=CN=C1)=[O:2].[NH2:13][CH2:14][CH2:15][CH2:16][C:17]1[CH:22]=[CH:21][N:20]=[CH:19][CH:18]=1.Cl.[C:24]12([CH2:34][CH2:35][NH:36][CH2:37][CH2:38][CH2:39][CH2:40][CH3:41])[CH2:33][CH:28]3[CH2:29][CH:30]([CH2:32][CH:26]([CH2:27]3)[CH2:25]1)[CH2:31]2. The catalyst is O1CCCC1.C(OCC)(=O)C. The product is [C:24]12([CH2:34][CH2:35][N:36]([CH2:37][CH2:38][CH2:39][CH2:40][CH3:41])[C:1]([NH:13][CH2:14][CH2:15][CH2:16][C:17]3[CH:22]=[CH:21][N:20]=[CH:19][CH:18]=3)=[O:2])[CH2:31][CH:30]3[CH2:29][CH:28]([CH2:27][CH:26]([CH2:32]3)[CH2:25]1)[CH2:33]2. The yield is 0.730. (4) The reactants are CCCCCC.[CH3:7][N:8]([CH2:10][CH2:11][CH2:12][CH2:13][OH:14])[CH3:9].[Br:15][C:16]1[CH:17]=[C:18]([NH:22][C:23]2[C:32]3[C:27](=[CH:28][C:29](F)=[C:30]([N+:33]([O-])=O)[CH:31]=3)[N:26]=[CH:25][N:24]=2)[CH:19]=[CH:20][CH:21]=1.CCOC(C)=O. The catalyst is C1COCC1.C(Cl)Cl.CCCCCC.CO.CCOC(C)=O. The product is [NH2:33][C:30]1[CH:31]=[C:32]2[C:27](=[CH:28][C:29]=1[O:14][CH2:13][CH2:12][CH2:11][CH2:10][N:8]([CH3:9])[CH3:7])[N:26]=[CH:25][N:24]=[C:23]2[NH:22][C:18]1[CH:19]=[CH:20][CH:21]=[C:16]([Br:15])[CH:17]=1. The yield is 0.330. (5) The reactants are CS([Cl:5])(=O)=O.[Br:6][C:7]1[CH:12]=[CH:11][C:10]([CH2:13]O)=[C:9]([CH3:15])[CH:8]=1.C(N(CC)CC)C.O. The catalyst is ClCCl. The product is [Br:6][C:7]1[CH:12]=[CH:11][C:10]([CH2:13][Cl:5])=[C:9]([CH3:15])[CH:8]=1. The yield is 0.805. (6) The reactants are [OH:1][C:2]1[CH:3]=[C:4]([CH:7]=[CH:8][CH:9]=1)[CH:5]=O.[NH:10]1[CH2:15][CH2:14][O:13][CH2:12][CH2:11]1.[BH4-].[Na+]. The catalyst is CO. The product is [O:13]1[CH2:14][CH2:15][N:10]([CH2:5][C:4]2[CH:3]=[C:2]([OH:1])[CH:9]=[CH:8][CH:7]=2)[CH2:11][CH2:12]1. The yield is 0.482.